From a dataset of Experimentally validated miRNA-target interactions with 360,000+ pairs, plus equal number of negative samples. Binary Classification. Given a miRNA mature sequence and a target amino acid sequence, predict their likelihood of interaction. The miRNA is hsa-miR-6735-5p with sequence CAGGGCAGAGGGCACAGGAAUCUGA. The protein sequence of the target gene is MRRVLRLLLGCFLTELCARVCRAQERAGHGQLAQLGGVLLLAGGNRSGAASGEASEGAEASDAPPTRAPTPDFCRGYFDVMGQWDPPFNCSSGDFIFCCGTCGFRFCCTFKKRRLNQSTCTNYDTPLWLNTGKPPARKDDPLHDPTKDKTNLIVYIICGVVAVMVLVGIFTKLGLEKAHRPQREHMSRALADVMRPQGHCNTDHMERDLNIVVHVQHYENMDTRTPINNLHATQMNNAVPTSPLLQQMGHPHSYPNLGQISNPYEQQPPGKELNKYASLKAVGSSDGDWAVSTLKSPKAD.... Result: 0 (no interaction).